Dataset: Forward reaction prediction with 1.9M reactions from USPTO patents (1976-2016). Task: Predict the product of the given reaction. (1) Given the reactants [OH:1][N:2]1[C:6]2[CH:7]=[CH:8][CH:9]=[CH:10][C:5]=2[N:4]=[N:3]1.C(Cl)CCl.[NH2:15][C:16]1[C:35]([C:36](O)=[O:37])=[C:19]2[N:20]=[C:21]3[CH2:27][CH2:26][N:25]([C:28]([O:30][C:31]([CH3:34])([CH3:33])[CH3:32])=[O:29])[CH2:24][C:22]3=[CH:23][N:18]2[N:17]=1.C1COCC1, predict the reaction product. The product is: [NH2:15][C:16]1[C:35]([C:36]([O:1][N:2]2[C:6]3[CH:7]=[CH:8][CH:9]=[CH:10][C:5]=3[N:4]=[N:3]2)=[O:37])=[C:19]2[N:20]=[C:21]3[CH2:27][CH2:26][N:25]([C:28]([O:30][C:31]([CH3:34])([CH3:32])[CH3:33])=[O:29])[CH2:24][C:22]3=[CH:23][N:18]2[N:17]=1. (2) Given the reactants [CH2:1]([O:3][C:4](=[O:24])[CH:5]([C:11]1[S:12][N:13]=[C:14]2[C:19]=1[C:18](=[O:20])[N:17]([CH3:21])[C:16](=[O:22])[N:15]2[CH3:23])C(OCC)=O)[CH3:2].[H-].[Na+], predict the reaction product. The product is: [CH2:1]([O:3][C:4](=[O:24])[CH2:5][C:11]1[S:12][N:13]=[C:14]2[C:19]=1[C:18](=[O:20])[N:17]([CH3:21])[C:16](=[O:22])[N:15]2[CH3:23])[CH3:2]. (3) Given the reactants [NH2:1][C:2]1[C:3]([OH:8])=[N:4][CH:5]=[CH:6][CH:7]=1.[C:9](Cl)([O:11][CH2:12][C:13]1[CH:18]=[CH:17][CH:16]=[CH:15][CH:14]=1)=[O:10].C([O-])([O-])=O.[Na+].[Na+].C(OCC)(=O)C, predict the reaction product. The product is: [OH:8][C:3]1[C:2]([NH:1][C:9](=[O:10])[O:11][CH2:12][C:13]2[CH:18]=[CH:17][CH:16]=[CH:15][CH:14]=2)=[CH:7][CH:6]=[CH:5][N:4]=1. (4) Given the reactants CN(C(ON1N=NC2C=CC=NC1=2)=[N+](C)C)C.F[P-](F)(F)(F)(F)F.[Cl:25][C:26]1[CH:27]=[N:28][CH:29]=[C:30]([Cl:55])[C:31]=1[NH:32][C:33]1[C:42]2[C:37](=[C:38]([O:45][CH2:46][CH2:47][CH2:48][CH2:49][CH2:50][C:51](O)=[O:52])[C:39]([O:43][CH3:44])=[CH:40][CH:41]=2)[O:36][C:35](=[O:54])[CH:34]=1.CN1CCOCC1.[NH2:63][CH2:64][C:65]([O:67][CH2:68][CH3:69])=[O:66].Cl.OP([O-])(O)=O.[K+], predict the reaction product. The product is: [Cl:25][C:26]1[CH:27]=[N:28][CH:29]=[C:30]([Cl:55])[C:31]=1[NH:32][C:33]1[C:42]2[C:37](=[C:38]([O:45][CH2:46][CH2:47][CH2:48][CH2:49][CH2:50][C:51]([NH:63][CH2:64][C:65]([O:67][CH2:68][CH3:69])=[O:66])=[O:52])[C:39]([O:43][CH3:44])=[CH:40][CH:41]=2)[O:36][C:35](=[O:54])[CH:34]=1. (5) Given the reactants [NH2:1][C:2]1[C:11]([C:12]([NH:14][C:15]2[CH:24]=[N:23][CH:22]=[C:21]3[C:16]=2[CH2:17][CH2:18][N:19]([C:25](OC(C)(C)C)=O)[CH2:20]3)=[O:13])=[C:5]2[N:6]=[CH:7][C:8]([F:10])=[CH:9][N:4]2[N:3]=1.C(O)(=O)C.C=O.[BH-](OC(C)=O)(OC(C)=O)OC(C)=O.[Na+], predict the reaction product. The product is: [NH2:1][C:2]1[C:11]([C:12]([NH:14][C:15]2[C:16]3[CH2:17][CH2:18][N:19]([CH3:25])[CH2:20][C:21]=3[CH:22]=[N:23][CH:24]=2)=[O:13])=[C:5]2[N:6]=[CH:7][C:8]([F:10])=[CH:9][N:4]2[N:3]=1.